This data is from Full USPTO retrosynthesis dataset with 1.9M reactions from patents (1976-2016). The task is: Predict the reactants needed to synthesize the given product. (1) Given the product [F:10][C:11]1[CH:16]=[C:15]2[C:14](=[CH:13][CH:12]=1)[NH:17][C:2]([CH3:8])=[C:3]2[CH2:4][C:5]([O:7][CH3:24])=[O:6], predict the reactants needed to synthesize it. The reactants are: O=[C:2]([CH3:8])[CH2:3][CH2:4][C:5]([OH:7])=[O:6].Cl.[F:10][C:11]1[CH:16]=[CH:15][C:14]([NH:17]N)=[CH:13][CH:12]=1.S(=O)(=O)(O)O.[CH3:24]O. (2) Given the product [Br:11][C:12]1[C:13]2[N:14]([N:20]=[C:21]([C:24]([F:27])([F:26])[F:25])[C:22]=2[Cl:23])[C:15]([NH:8][CH3:7])=[CH:16][CH:17]=1, predict the reactants needed to synthesize it. The reactants are: CC(C)([O-])C.[K+].[CH3:7][NH:8]C=O.[Br:11][C:12]1[C:13]2[N:14]([N:20]=[C:21]([C:24]([F:27])([F:26])[F:25])[C:22]=2[Cl:23])[C:15](OC)=[CH:16][CH:17]=1. (3) Given the product [CH2:25]([CH:24]([NH:23][N:14]1[C:15]2[C:20](=[CH:19][CH:18]=[CH:17][CH:16]=2)[C:21]([OH:22])=[C:12]([C:4]2[NH:5][C:6]3[CH:11]=[CH:10][CH:9]=[CH:8][C:7]=3[S:2](=[O:1])(=[O:32])[N:3]=2)[C:13]1=[O:31])[CH2:28][CH2:29][CH3:30])[CH2:26][CH3:27], predict the reactants needed to synthesize it. The reactants are: [O:1]=[S:2]1(=[O:32])[C:7]2[CH:8]=[CH:9][CH:10]=[CH:11][C:6]=2[NH:5][C:4]([C:12]2[C:13](=[O:31])[N:14]([N:23]=[C:24]([CH2:28][CH2:29][CH3:30])[CH2:25][CH2:26][CH3:27])[C:15]3[C:20]([C:21]=2[OH:22])=[CH:19][CH:18]=[CH:17][CH:16]=3)=[N:3]1.CO.[BH4-].[Li+].Cl.